Dataset: Forward reaction prediction with 1.9M reactions from USPTO patents (1976-2016). Task: Predict the product of the given reaction. (1) Given the reactants [N+:1]([C:4]1[CH:5]=[C:6]([C:10]2[C:11]3[C:18]([CH:19]=[O:20])=[CH:17][N:16]([CH2:21][O:22][CH2:23][CH2:24][Si:25]([CH3:28])([CH3:27])[CH3:26])[C:12]=3[N:13]=[CH:14][N:15]=2)[CH:7]=[CH:8][CH:9]=1)([O-:3])=[O:2].CC1C=CC(S([CH2:39][N+:40]#[C-:41])(=O)=O)=CC=1.[OH-].[K+].Cl, predict the reaction product. The product is: [N+:1]([C:4]1[CH:5]=[C:6]([C:10]2[C:11]3[C:18]([C:19]4[O:20][CH:41]=[N:40][CH:39]=4)=[CH:17][N:16]([CH2:21][O:22][CH2:23][CH2:24][Si:25]([CH3:28])([CH3:27])[CH3:26])[C:12]=3[N:13]=[CH:14][N:15]=2)[CH:7]=[CH:8][CH:9]=1)([O-:3])=[O:2]. (2) Given the reactants [C:1]([Cl:4])(=O)C.Cl.[NH2:6][CH2:7][CH2:8][CH2:9][CH2:10][C:11]([OH:13])=[O:12], predict the reaction product. The product is: [ClH:4].[NH2:6][CH2:7][CH2:8][CH2:9][CH2:10][C:11]([O:13][CH3:1])=[O:12].